From a dataset of Forward reaction prediction with 1.9M reactions from USPTO patents (1976-2016). Predict the product of the given reaction. Given the reactants [Br:1][C:2]1[CH:3]=[CH:4][C:5](F)=[C:6]([N+:8]([O-:10])=[O:9])[CH:7]=1.[CH2:12]([NH2:14])[CH3:13], predict the reaction product. The product is: [Br:1][C:2]1[CH:3]=[CH:4][C:5]([CH2:13][CH2:12][NH2:14])=[C:6]([N+:8]([O-:10])=[O:9])[CH:7]=1.